From a dataset of Full USPTO retrosynthesis dataset with 1.9M reactions from patents (1976-2016). Predict the reactants needed to synthesize the given product. (1) Given the product [ClH:39].[ClH:39].[ClH:39].[NH2:7][CH:8]1[CH2:13][CH2:12][CH2:11][N:10]([C:14]2[N:15]=[CH:16][C:17]([NH:20][C:21]3[C:30]4[C:25](=[CH:26][CH:27]=[C:28]([C:31]5[CH:36]=[C:35]([F:37])[C:34]([OH:38])=[C:33]([Cl:39])[CH:32]=5)[N:29]=4)[N:24]=[CH:23][C:22]=3[C:40](=[O:42])[CH3:41])=[CH:18][CH:19]=2)[CH2:9]1, predict the reactants needed to synthesize it. The reactants are: C(OC(=O)[NH:7][CH:8]1[CH2:13][CH2:12][CH2:11][N:10]([C:14]2[CH:19]=[CH:18][C:17]([NH:20][C:21]3[C:30]4[C:25](=[CH:26][CH:27]=[C:28]([C:31]5[CH:36]=[C:35]([F:37])[C:34]([OH:38])=[C:33]([Cl:39])[CH:32]=5)[N:29]=4)[N:24]=[CH:23][C:22]=3[C:40](=[O:42])[CH3:41])=[CH:16][N:15]=2)[CH2:9]1)(C)(C)C.C(O)(C(F)(F)F)=O. (2) Given the product [Cl:15][C:16]1[CH:21]=[C:20]([O:1][C:2]2[CH:3]=[C:4]3[C:9](=[CH:10][CH:11]=2)[C:8]([C:12]([OH:14])=[O:13])=[CH:7][CH:6]=[CH:5]3)[CH:19]=[CH:18][N:17]=1, predict the reactants needed to synthesize it. The reactants are: [OH:1][C:2]1[CH:3]=[C:4]2[C:9](=[CH:10][CH:11]=1)[C:8]([C:12]([OH:14])=[O:13])=[CH:7][CH:6]=[CH:5]2.[Cl:15][C:16]1[CH:21]=[C:20](Cl)[CH:19]=[CH:18][N:17]=1.C([O-])([O-])=O.[Cs+].[Cs+].